This data is from NCI-60 drug combinations with 297,098 pairs across 59 cell lines. The task is: Regression. Given two drug SMILES strings and cell line genomic features, predict the synergy score measuring deviation from expected non-interaction effect. (1) Drug 1: CCN(CC)CCNC(=O)C1=C(NC(=C1C)C=C2C3=C(C=CC(=C3)F)NC2=O)C. Drug 2: C1CCC(C(C1)N)N.C(=O)(C(=O)[O-])[O-].[Pt+4]. Cell line: HS 578T. Synergy scores: CSS=7.32, Synergy_ZIP=-2.88, Synergy_Bliss=-3.59, Synergy_Loewe=-2.47, Synergy_HSA=-2.82. (2) Drug 1: C1CN1P(=S)(N2CC2)N3CC3. Drug 2: CCCCCOC(=O)NC1=NC(=O)N(C=C1F)C2C(C(C(O2)C)O)O. Cell line: SN12C. Synergy scores: CSS=16.2, Synergy_ZIP=-4.34, Synergy_Bliss=1.04, Synergy_Loewe=-14.9, Synergy_HSA=-0.867. (3) Drug 1: CNC(=O)C1=CC=CC=C1SC2=CC3=C(C=C2)C(=NN3)C=CC4=CC=CC=N4. Drug 2: CC1C(C(CC(O1)OC2CC(CC3=C2C(=C4C(=C3O)C(=O)C5=CC=CC=C5C4=O)O)(C(=O)C)O)N)O. Cell line: SK-MEL-28. Synergy scores: CSS=41.3, Synergy_ZIP=0.958, Synergy_Bliss=1.99, Synergy_Loewe=-28.5, Synergy_HSA=-0.599. (4) Drug 1: C1=CC(=C2C(=C1NCCNCCO)C(=O)C3=C(C=CC(=C3C2=O)O)O)NCCNCCO. Drug 2: CN(CCCl)CCCl.Cl. Cell line: HT29. Synergy scores: CSS=45.1, Synergy_ZIP=3.72, Synergy_Bliss=6.27, Synergy_Loewe=-7.17, Synergy_HSA=5.23.